Dataset: Catalyst prediction with 721,799 reactions and 888 catalyst types from USPTO. Task: Predict which catalyst facilitates the given reaction. (1) Reactant: Cl.[F:2][C:3]1[CH:4]=[C:5]([CH:33]=[CH:34][C:35]=1[O:36][CH3:37])[CH2:6][N:7]1[C:12]2[CH:13]=[C:14]([C:16]3[CH:21]=[C:20]([F:22])[CH:19]=[CH:18][C:17]=3[O:23][CH3:24])[S:15][C:11]=2[C:10](=[O:25])[N:9]([CH:26]2[CH2:31][CH2:30][NH:29][CH2:28][CH2:27]2)[C:8]1=[O:32].[CH2:38]([O:40][C:41]1[C:50]([O:51][CH3:52])=[CH:49][C:48]2[C:47]([C:53]3[CH:61]=[CH:60][C:56]([C:57](O)=[O:58])=[CH:55][CH:54]=3)=[N:46][C@@H:45]3[CH2:62][CH2:63][S:64][CH2:65][C@@H:44]3[C:43]=2[CH:42]=1)[CH3:39].CN(C(ON1N=NC2C=CC=NC1=2)=[N+](C)C)C.F[P-](F)(F)(F)(F)F.CCN(C(C)C)C(C)C. Product: [CH2:38]([O:40][C:41]1[C:50]([O:51][CH3:52])=[CH:49][C:48]2[C:47]([C:53]3[CH:54]=[CH:55][C:56]([C:57]([N:29]4[CH2:28][CH2:27][CH:26]([N:9]5[C:10](=[O:25])[C:11]6[S:15][C:14]([C:16]7[CH:21]=[C:20]([F:22])[CH:19]=[CH:18][C:17]=7[O:23][CH3:24])=[CH:13][C:12]=6[N:7]([CH2:6][C:5]6[CH:33]=[CH:34][C:35]([O:36][CH3:37])=[C:3]([F:2])[CH:4]=6)[C:8]5=[O:32])[CH2:31][CH2:30]4)=[O:58])=[CH:60][CH:61]=3)=[N:46][C@@H:45]3[CH2:62][CH2:63][S:64][CH2:65][C@@H:44]3[C:43]=2[CH:42]=1)[CH3:39]. The catalyst class is: 2. (2) Reactant: [N+](C1C=CC(C([O:10][C@H:11]2[C:17]3=[N:18][CH:19]=[CH:20][CH:21]=[C:16]3[CH2:15][C@@:14]([C:23]3[CH:28]=[CH:27][CH:26]=[C:25]([F:29])[C:24]=3[F:30])([OH:22])[CH2:13][CH2:12]2)=O)=CC=1)([O-])=O.[OH-].[Li+]. Product: [F:30][C:24]1[C:25]([F:29])=[CH:26][CH:27]=[CH:28][C:23]=1[C@:14]1([OH:22])[CH2:13][CH2:12][C@@H:11]([OH:10])[C:17]2=[N:18][CH:19]=[CH:20][CH:21]=[C:16]2[CH2:15]1. The catalyst class is: 355. (3) Reactant: [BH4-].[Na+].[C:3]([O:7][C:8]([NH:10][C:11]1([C:26]([NH:28][CH:29]([C:35]2[CH:40]=[CH:39][C:38]([Cl:41])=[CH:37][CH:36]=2)[CH2:30][C:31](OC)=[O:32])=[O:27])[CH2:16][CH2:15][N:14]([C:17]2[C:18]3[CH:25]=[CH:24][NH:23][C:19]=3[N:20]=[CH:21][N:22]=2)[CH2:13][CH2:12]1)=[O:9])([CH3:6])([CH3:5])[CH3:4]. Product: [Cl:41][C:38]1[CH:37]=[CH:36][C:35]([CH:29]([NH:28][C:26]([C:11]2([NH:10][C:8](=[O:9])[O:7][C:3]([CH3:5])([CH3:4])[CH3:6])[CH2:12][CH2:13][N:14]([C:17]3[C:18]4[CH:25]=[CH:24][NH:23][C:19]=4[N:20]=[CH:21][N:22]=3)[CH2:15][CH2:16]2)=[O:27])[CH2:30][CH2:31][OH:32])=[CH:40][CH:39]=1. The catalyst class is: 88. (4) Reactant: [NH2:1][C:2]1[NH:3][C:4]([C:12]2[O:13][CH:14]=[CH:15][CH:16]=2)=[C:5]([N+:9]([O-:11])=[O:10])[C:6](=[O:8])[N:7]=1.C(N(CC)CC)C.[C:24]1([CH3:34])[CH:29]=[CH:28][C:27]([S:30](Cl)(=[O:32])=[O:31])=[CH:26][CH:25]=1. Product: [NH2:1][C:2]1[N:7]=[C:6]([O:8][S:30]([C:27]2[CH:28]=[CH:29][C:24]([CH3:34])=[CH:25][CH:26]=2)(=[O:32])=[O:31])[C:5]([N+:9]([O-:11])=[O:10])=[C:4]([C:12]2[O:13][CH:14]=[CH:15][CH:16]=2)[N:3]=1. The catalyst class is: 4. (5) Reactant: [Br:1][C:2]1[CH:17]=[CH:16][C:5]2[N:6]([CH2:11][CH2:12][CH:13]([CH3:15])[CH3:14])[C:7]([CH2:9]O)=[N:8][C:4]=2[CH:3]=1.S(Cl)([Cl:20])=O. Product: [Br:1][C:2]1[CH:17]=[CH:16][C:5]2[N:6]([CH2:11][CH2:12][CH:13]([CH3:15])[CH3:14])[C:7]([CH2:9][Cl:20])=[N:8][C:4]=2[CH:3]=1. The catalyst class is: 2. (6) Reactant: [CH3:1][C:2]1[CH:7]=[C:6]([C:8]2[C:12]3[CH:13]=[C:14]4[C:19](=[CH:20][C:11]=3[N:10](C(C3C=CC=CC=3)(C3C=CC=CC=3)C3C=CC=CC=3)[N:9]=2)[NH:18][C:17](=[O:21])[C:16]([CH:22]([C:24]2[CH:29]=[CH:28][CH:27]=[CH:26][CH:25]=2)[CH3:23])=[CH:15]4)[CH:5]=[CH:4][N:3]=1. Product: [CH3:1][C:2]1[CH:7]=[C:6]([C:8]2[C:12]3[CH:13]=[C:14]4[C:19](=[CH:20][C:11]=3[NH:10][N:9]=2)[NH:18][C:17](=[O:21])[C:16]([CH:22]([C:24]2[CH:25]=[CH:26][CH:27]=[CH:28][CH:29]=2)[CH3:23])=[CH:15]4)[CH:5]=[CH:4][N:3]=1. The catalyst class is: 157.